This data is from NCI-60 drug combinations with 297,098 pairs across 59 cell lines. The task is: Regression. Given two drug SMILES strings and cell line genomic features, predict the synergy score measuring deviation from expected non-interaction effect. (1) Drug 1: C1=C(C(=O)NC(=O)N1)F. Drug 2: COC1=C2C(=CC3=C1OC=C3)C=CC(=O)O2. Cell line: CAKI-1. Synergy scores: CSS=34.7, Synergy_ZIP=10.9, Synergy_Bliss=13.0, Synergy_Loewe=7.76, Synergy_HSA=11.6. (2) Drug 1: CN(C)N=NC1=C(NC=N1)C(=O)N. Drug 2: C1=NC2=C(N=C(N=C2N1C3C(C(C(O3)CO)O)F)Cl)N. Cell line: SK-MEL-5. Synergy scores: CSS=21.0, Synergy_ZIP=-2.10, Synergy_Bliss=1.14, Synergy_Loewe=-27.3, Synergy_HSA=0.842. (3) Drug 1: C1CCC(CC1)NC(=O)N(CCCl)N=O. Drug 2: CN1C2=C(C=C(C=C2)N(CCCl)CCCl)N=C1CCCC(=O)O.Cl. Cell line: HCT116. Synergy scores: CSS=30.1, Synergy_ZIP=0.708, Synergy_Bliss=0.854, Synergy_Loewe=-16.6, Synergy_HSA=-0.794. (4) Drug 1: CN(C)C1=NC(=NC(=N1)N(C)C)N(C)C. Drug 2: CCCCCOC(=O)NC1=NC(=O)N(C=C1F)C2C(C(C(O2)C)O)O. Cell line: NCI-H322M. Synergy scores: CSS=-3.78, Synergy_ZIP=1.64, Synergy_Bliss=0.815, Synergy_Loewe=-3.66, Synergy_HSA=-2.60. (5) Drug 1: CC=C1C(=O)NC(C(=O)OC2CC(=O)NC(C(=O)NC(CSSCCC=C2)C(=O)N1)C(C)C)C(C)C. Drug 2: C1=NC2=C(N1)C(=S)N=CN2. Cell line: PC-3. Synergy scores: CSS=16.2, Synergy_ZIP=-5.06, Synergy_Bliss=1.83, Synergy_Loewe=-0.787, Synergy_HSA=-0.696. (6) Drug 1: CN1CCC(CC1)COC2=C(C=C3C(=C2)N=CN=C3NC4=C(C=C(C=C4)Br)F)OC. Drug 2: CC(C)(C#N)C1=CC(=CC(=C1)CN2C=NC=N2)C(C)(C)C#N. Cell line: OVCAR-8. Synergy scores: CSS=5.68, Synergy_ZIP=-1.76, Synergy_Bliss=0.772, Synergy_Loewe=0.332, Synergy_HSA=0.993. (7) Drug 1: C1=CC(=CC=C1CCC2=CNC3=C2C(=O)NC(=N3)N)C(=O)NC(CCC(=O)O)C(=O)O. Drug 2: C1CC(=O)NC(=O)C1N2C(=O)C3=CC=CC=C3C2=O. Cell line: TK-10. Synergy scores: CSS=45.2, Synergy_ZIP=7.42, Synergy_Bliss=3.85, Synergy_Loewe=-22.7, Synergy_HSA=4.61. (8) Drug 1: CC1OCC2C(O1)C(C(C(O2)OC3C4COC(=O)C4C(C5=CC6=C(C=C35)OCO6)C7=CC(=C(C(=C7)OC)O)OC)O)O. Drug 2: CCC1(CC2CC(C3=C(CCN(C2)C1)C4=CC=CC=C4N3)(C5=C(C=C6C(=C5)C78CCN9C7C(C=CC9)(C(C(C8N6C=O)(C(=O)OC)O)OC(=O)C)CC)OC)C(=O)OC)O.OS(=O)(=O)O. Cell line: MALME-3M. Synergy scores: CSS=28.6, Synergy_ZIP=-1.16, Synergy_Bliss=6.64, Synergy_Loewe=1.43, Synergy_HSA=5.37. (9) Drug 1: CC1=C(C(CCC1)(C)C)C=CC(=CC=CC(=CC(=O)O)C)C. Drug 2: CCC1=C2CN3C(=CC4=C(C3=O)COC(=O)C4(CC)O)C2=NC5=C1C=C(C=C5)O. Cell line: BT-549. Synergy scores: CSS=14.2, Synergy_ZIP=-4.78, Synergy_Bliss=0.253, Synergy_Loewe=-14.0, Synergy_HSA=0.801. (10) Drug 1: CCC1(CC2CC(C3=C(CCN(C2)C1)C4=CC=CC=C4N3)(C5=C(C=C6C(=C5)C78CCN9C7C(C=CC9)(C(C(C8N6C=O)(C(=O)OC)O)OC(=O)C)CC)OC)C(=O)OC)O.OS(=O)(=O)O. Drug 2: CCC(=C(C1=CC=CC=C1)C2=CC=C(C=C2)OCCN(C)C)C3=CC=CC=C3.C(C(=O)O)C(CC(=O)O)(C(=O)O)O. Cell line: MDA-MB-231. Synergy scores: CSS=23.1, Synergy_ZIP=6.44, Synergy_Bliss=15.8, Synergy_Loewe=-0.404, Synergy_HSA=11.6.